This data is from Forward reaction prediction with 1.9M reactions from USPTO patents (1976-2016). The task is: Predict the product of the given reaction. (1) Given the reactants Cl.[NH2:2][C@H:3]1[CH2:8][CH2:7][C@H:6]([NH:9][C:10]([C:12]2[C:16]3[N:17]=[CH:18][N:19]=[C:20]([C:21]4[CH:26]=[C:25]([C:27]([F:30])([F:29])[F:28])[CH:24]=[CH:23][C:22]=4[O:31][CH2:32][CH:33]4[CH2:35][CH2:34]4)[C:15]=3[NH:14][C:13]=2[CH3:36])=[O:11])[CH2:5][CH2:4]1.[CH3:37][O:38][CH2:39][C:40](Cl)=[O:41], predict the reaction product. The product is: [CH:33]1([CH2:32][O:31][C:22]2[CH:23]=[CH:24][C:25]([C:27]([F:30])([F:29])[F:28])=[CH:26][C:21]=2[C:20]2[C:15]3[NH:14][C:13]([CH3:36])=[C:12]([C:10]([NH:9][C@H:6]4[CH2:7][CH2:8][C@H:3]([NH:2][C:40](=[O:41])[CH2:39][O:38][CH3:37])[CH2:4][CH2:5]4)=[O:11])[C:16]=3[N:17]=[CH:18][N:19]=2)[CH2:34][CH2:35]1. (2) Given the reactants [Cl:1][C:2]1[CH:3]=[C:4]([CH2:27][C:28]([O:30][CH2:31][CH3:32])=[O:29])[CH:5]=[CH:6][C:7]=1[N:8]1[C:16](=[O:17])[C:15]2[C:14](O)=[C:13]3[CH:19]=[CH:20][CH:21]=[CH:22][C:12]3=[C:11]([O:23][CH2:24][CH3:25])[C:10]=2[C:9]1=[O:26].C(=O)([O-])[O-].[Na+].[Na+].FC(F)(F)S([O:44][CH2:45][C:46]([F:49])([F:48])[F:47])(=O)=O.O, predict the reaction product. The product is: [Cl:1][C:2]1[CH:3]=[C:4]([CH2:27][C:28]([O:30][CH2:31][CH3:32])=[O:29])[CH:5]=[CH:6][C:7]=1[N:8]1[C:16](=[O:17])[C:15]2[C:14]([O:44][CH2:45][C:46]([F:49])([F:48])[F:47])=[C:13]3[CH:19]=[CH:20][CH:21]=[CH:22][C:12]3=[C:11]([O:23][CH2:24][CH3:25])[C:10]=2[C:9]1=[O:26].